Dataset: Reaction yield outcomes from USPTO patents with 853,638 reactions. Task: Predict the reaction yield, written as a fraction of the theoretical maximum amount of product (1.0 means a 100% yield; for example, 0.34 means a 34% yield). (1) The reactants are C[Si](C)(C)[O:3][C@H:4]1[CH2:8][CH2:7][CH2:6][C@@H:5]1[NH:9][C:10](=[O:16])[O:11][C:12]([CH3:15])([CH3:14])[CH3:13].[F-].C([N+](CCCC)(CCCC)CCCC)CCC.O. The catalyst is C1COCC1. The product is [OH:3][C@H:4]1[CH2:8][CH2:7][CH2:6][C@@H:5]1[NH:9][C:10](=[O:16])[O:11][C:12]([CH3:14])([CH3:13])[CH3:15]. The yield is 0.900. (2) The reactants are [F:1][C:2]1[CH:7]=[CH:6][C:5]([F:8])=[CH:4][C:3]=1[C@H:9]1[CH2:13][CH2:12][CH2:11][N:10]1[C:14]1[CH:15]=[CH:16][C:17]2[N:18]([C:20]([NH2:23])=[CH:21][N:22]=2)[N:19]=1.C1N=CN([C:29]([N:31]2[CH:35]=N[CH:33]=[CH:32]2)=[O:30])C=1.Cl.N1CC([OH:41])C1.CCN(C(C)C)C(C)C.N1CCC1. The catalyst is C(Cl)Cl. The product is [F:1][C:2]1[CH:7]=[CH:6][C:5]([F:8])=[CH:4][C:3]=1[C@H:9]1[CH2:13][CH2:12][CH2:11][N:10]1[C:14]1[CH:15]=[CH:16][C:17]2[N:18]([C:20]([NH:23][C:29]([N:31]3[CH2:32][CH:33]([OH:41])[CH2:35]3)=[O:30])=[CH:21][N:22]=2)[N:19]=1. The yield is 0.990.